This data is from Full USPTO retrosynthesis dataset with 1.9M reactions from patents (1976-2016). The task is: Predict the reactants needed to synthesize the given product. (1) Given the product [CH3:18][O:19][C:20]1[CH:21]=[C:22]([CH:23]=[CH:24][CH:25]=1)[O:26][C:2]1[CH:7]=[C:6]([C:8]2[CH:13]=[CH:12][C:11]([C:14]([F:17])([F:16])[F:15])=[CH:10][CH:9]=2)[CH:5]=[CH:4][N:3]=1, predict the reactants needed to synthesize it. The reactants are: Cl[C:2]1[CH:7]=[C:6]([C:8]2[CH:13]=[CH:12][C:11]([C:14]([F:17])([F:16])[F:15])=[CH:10][CH:9]=2)[CH:5]=[CH:4][N:3]=1.[CH3:18][O:19][C:20]1[CH:21]=[C:22]([OH:26])[CH:23]=[CH:24][CH:25]=1.[H-].[Na+]. (2) Given the product [CH3:31][C:25]1[CH:24]=[CH:23][C:22]2[C:27](=[CH:28][CH:29]=[CH:30][C:21]=2[O:20][CH2:19][CH2:18][N:11]2[CH2:12][CH2:13][C:8](=[CH:7][C:6]3[CH:5]=[C:4]([O:3][CH3:2])[CH:16]=[CH:15][CH:14]=3)[CH2:9][CH2:10]2)[N:26]=1, predict the reactants needed to synthesize it. The reactants are: Cl.[CH3:2][O:3][C:4]1[CH:5]=[C:6]([CH:14]=[CH:15][CH:16]=1)[CH:7]=[C:8]1[CH2:13][CH2:12][NH:11][CH2:10][CH2:9]1.Br[CH2:18][CH2:19][O:20][C:21]1[CH:30]=[CH:29][CH:28]=[C:27]2[C:22]=1[CH:23]=[CH:24][C:25]([CH3:31])=[N:26]2. (3) Given the product [C:14](=[O:15])([O-:19])[O-:17].[CH3:1][N+:2]([CH3:14])([CH3:13])[CH2:3][CH2:4][CH2:5][CH2:6][CH2:7][CH2:8][CH2:9][CH2:10][CH2:11][CH3:12].[CH3:1][N+:2]([CH2:3][CH2:4][CH2:5][CH2:6][CH2:7][CH2:8][CH2:9][CH2:10][CH2:11][CH3:12])([CH3:14])[CH3:13], predict the reactants needed to synthesize it. The reactants are: [CH3:1][N:2]([CH3:13])[CH2:3][CH2:4][CH2:5][CH2:6][CH2:7][CH2:8][CH2:9][CH2:10][CH2:11][CH3:12].[C:14](=[O:19])([O:17]C)[O:15]C. (4) Given the product [N:21]1([CH2:12][C:10]([OH:11])([CH2:9][C:8]([C:6]2[CH:7]=[C:2]([F:1])[CH:3]=[CH:4][C:5]=2[O:19][CH3:20])([CH3:18])[CH3:17])[C:13]([F:16])([F:15])[F:14])[C:30]2[C:25](=[CH:26][CH:27]=[CH:28][CH:29]=2)[NH:24][CH2:23][CH2:22]1, predict the reactants needed to synthesize it. The reactants are: [F:1][C:2]1[CH:3]=[CH:4][C:5]([O:19][CH3:20])=[C:6]([C:8]([CH3:18])([CH3:17])[CH2:9][C:10]2([C:13]([F:16])([F:15])[F:14])[CH2:12][O:11]2)[CH:7]=1.[NH:21]1[C:30]2[C:25](=[CH:26][CH:27]=[CH:28][CH:29]=2)[NH:24][CH2:23][CH2:22]1. (5) Given the product [ClH:52].[ClH:52].[ClH:52].[NH2:3][C:8]1[N:13]=[C:12]([CH2:14][NH:17][CH2:18][C@@H:19]([C:28]([OH:30])=[O:29])[NH2:20])[CH:11]=[C:10]([CH3:16])[CH:9]=1, predict the reactants needed to synthesize it. The reactants are: CC1[N:3]([C:8]2[N:13]=[C:12]([CH:14]=O)[CH:11]=[C:10]([CH3:16])[CH:9]=2)C(C)=CC=1.[NH2:17][CH2:18][C@@H:19]([C:28]([OH:30])=[O:29])[NH:20]C(OC(C)(C)C)=O.C(N(CC)CC)C.C(O[BH-](OC(=O)C)OC(=O)C)(=O)C.[Na+].[Cl:52]CCCl. (6) Given the product [NH2:23][C:19]1[N:18]=[C:17]([N:16]([C:9]2[CH:10]=[C:11]3[C:15](=[C:7]([C:6]4[S:2][C:3]5[CH:38]=[CH:37][CH:36]=[CH:35][C:4]=5[CH:5]=4)[CH:8]=2)[NH:14][N:13]=[CH:12]3)[CH2:24][CH2:25][CH2:26][OH:27])[CH:22]=[CH:21][N:20]=1, predict the reactants needed to synthesize it. The reactants are: Cl.[S:2]1[C:6]([C:7]2[CH:8]=[C:9]([N:16]([CH2:24][CH2:25][CH2:26][O:27][Si](C(C)(C)C)(C)C)[C:17]3[CH:22]=[CH:21][N:20]=[C:19]([NH2:23])[N:18]=3)[CH:10]=[C:11]3[C:15]=2[NH:14][N:13]=[CH:12]3)=[CH:5][C:4]2[CH:35]=[CH:36][CH:37]=[CH:38][C:3]1=2.